Dataset: Full USPTO retrosynthesis dataset with 1.9M reactions from patents (1976-2016). Task: Predict the reactants needed to synthesize the given product. (1) The reactants are: [CH:1]1([CH2:4][N:5]2[C:10]3[CH:11]=[N:12][C:13]([C:15]([O:17]C)=[O:16])=[CH:14][C:9]=3[C:8](=[O:19])[N:7]([CH2:20][CH:21]3[CH2:23][CH2:22]3)[C:6]2=[O:24])[CH2:3][CH2:2]1.O.[OH-].[Li+].C(O)(=O)CC(CC(O)=O)(C(O)=O)O. Given the product [CH:1]1([CH2:4][N:5]2[C:10]3[CH:11]=[N:12][C:13]([C:15]([OH:17])=[O:16])=[CH:14][C:9]=3[C:8](=[O:19])[N:7]([CH2:20][CH:21]3[CH2:23][CH2:22]3)[C:6]2=[O:24])[CH2:2][CH2:3]1, predict the reactants needed to synthesize it. (2) Given the product [Cl:8][C:4]1[N:3]=[C:2]([N:10]([CH3:9])[CH:11]([CH3:12])[CH2:13][CH3:14])[CH:7]=[N:6][CH:5]=1, predict the reactants needed to synthesize it. The reactants are: Cl[C:2]1[CH:7]=[N:6][CH:5]=[C:4]([Cl:8])[N:3]=1.[CH3:9][NH:10][CH:11]([CH2:13][CH3:14])[CH3:12].C(=O)([O-])[O-].[K+].[K+].CC(N(C)C)=O. (3) Given the product [CH2:1]([O:5][C:6]1[CH:7]=[CH:8][C:9]([NH:10][C:14]2[C:23]3[C:18](=[CH:19][CH:20]=[CH:21][CH:22]=3)[N:17]=[CH:16][CH:15]=2)=[CH:11][CH:12]=1)[CH2:2][CH2:3][CH3:4], predict the reactants needed to synthesize it. The reactants are: [CH2:1]([O:5][C:6]1[CH:12]=[CH:11][C:9]([NH2:10])=[CH:8][CH:7]=1)[CH2:2][CH2:3][CH3:4].Cl[C:14]1[C:23]2[C:18](=[CH:19][CH:20]=[CH:21][CH:22]=2)[N:17]=[CH:16][CH:15]=1.CCN(C(C)C)C(C)C.CO.C(Cl)Cl. (4) Given the product [Br:5][C:6]1[CH:11]=[C:10]([N+:1]([O-:4])=[O:2])[C:9]([O:12][CH3:13])=[CH:8][C:7]=1[CH:14]1[CH2:15][CH2:16][N:17]([CH3:20])[CH2:18][CH2:19]1, predict the reactants needed to synthesize it. The reactants are: [N+:1]([O-:4])(O)=[O:2].[Br:5][C:6]1[CH:11]=[CH:10][C:9]([O:12][CH3:13])=[CH:8][C:7]=1[CH:14]1[CH2:19][CH2:18][N:17]([CH3:20])[CH2:16][CH2:15]1.S(=O)(=O)(O)O.[OH-].[K+]. (5) Given the product [Br:1][C:2]1[CH:3]=[CH:4][C:5]([OH:11])=[C:6]([CH:10]=1)[C:7]([O:9][CH3:17])=[O:8], predict the reactants needed to synthesize it. The reactants are: [Br:1][C:2]1[CH:3]=[CH:4][C:5]([OH:11])=[C:6]([CH:10]=1)[C:7]([OH:9])=[O:8].S(=O)(=O)(O)O.[CH3:17]O.